From a dataset of Forward reaction prediction with 1.9M reactions from USPTO patents (1976-2016). Predict the product of the given reaction. (1) Given the reactants [NH2:1][CH2:2][C@@H:3]1[O:7][C:6](=[O:8])[N:5]([C:9]2[CH:14]=[CH:13][C:12]([C:15]([O:17][C:18]([CH3:21])([CH3:20])[CH3:19])=[O:16])=[C:11]([F:22])[CH:10]=2)[CH2:4]1.C(N(CC)CC)C.[C:30](SCC)(=[S:32])[CH3:31], predict the reaction product. The product is: [C:30]([NH:1][CH2:2][C@@H:3]1[O:7][C:6](=[O:8])[N:5]([C:9]2[CH:14]=[CH:13][C:12]([C:15]([O:17][C:18]([CH3:19])([CH3:21])[CH3:20])=[O:16])=[C:11]([F:22])[CH:10]=2)[CH2:4]1)(=[S:32])[CH3:31]. (2) Given the reactants [CH3:1]/[C:2](/[NH:7][C:8]([C:10]1[CH:15]=[CH:14][CH:13]=[C:12]([Br:16])[N:11]=1)=O)=[CH:3]/[C:4](=[O:6])[CH3:5].C(N(C(C)C)CC)(C)C.FC(F)(F)S(O[Si](C)(C)C)(=O)=O.[Cl-].[NH4+], predict the reaction product. The product is: [Br:16][C:12]1[N:11]=[C:10]([C:8]2[CH:5]=[C:4]([OH:6])[CH:3]=[C:2]([CH3:1])[N:7]=2)[CH:15]=[CH:14][CH:13]=1. (3) Given the reactants [C:1]([O:5][C:6]([N:8]1[C@H:17]([C:18]([OH:20])=[O:19])[CH2:16][C:15]2[C:10](=[CH:11][C:12]([OH:21])=[CH:13][CH:14]=2)[CH2:9]1)=[O:7])([CH3:4])([CH3:3])[CH3:2].IC.[CH:24](N(C(C)C)CC)(C)C.O, predict the reaction product. The product is: [CH3:24][O:19][C:18]([C@@H:17]1[CH2:16][C:15]2[C:10](=[CH:11][C:12]([OH:21])=[CH:13][CH:14]=2)[CH2:9][N:8]1[C:6]([O:5][C:1]([CH3:4])([CH3:2])[CH3:3])=[O:7])=[O:20]. (4) Given the reactants Br[C:2]1[CH:7]=[CH:6][C:5]([Br:8])=[CH:4][CH:3]=1.[Li]CCCC.[CH2:14]([CH:17]1[CH2:22][CH2:21][CH:20]([CH:23]2[CH2:28][CH2:27][C:26](=[O:29])[CH2:25][CH2:24]2)[CH2:19][CH2:18]1)[CH2:15][CH3:16].Cl, predict the reaction product. The product is: [Br:8][C:5]1[CH:6]=[CH:7][C:2]([C:26]2([OH:29])[CH2:25][CH2:24][CH:23]([CH:20]3[CH2:21][CH2:22][CH:17]([CH2:14][CH2:15][CH3:16])[CH2:18][CH2:19]3)[CH2:28][CH2:27]2)=[CH:3][CH:4]=1.